This data is from TCR-epitope binding with 47,182 pairs between 192 epitopes and 23,139 TCRs. The task is: Binary Classification. Given a T-cell receptor sequence (or CDR3 region) and an epitope sequence, predict whether binding occurs between them. (1) The epitope is YYRRATRRIR. The TCR CDR3 sequence is CASSFALAASSYEQYF. Result: 0 (the TCR does not bind to the epitope). (2) The epitope is FTISVTTEIL. The TCR CDR3 sequence is CASSRTSGGTLLYEQYF. Result: 1 (the TCR binds to the epitope). (3) The epitope is FIAGLIAIV. The TCR CDR3 sequence is CASSEMGVRKETQYF. Result: 0 (the TCR does not bind to the epitope). (4) The epitope is GLCTLVAML. The TCR CDR3 sequence is CGSTGRWRNQPQHF. Result: 0 (the TCR does not bind to the epitope). (5) The TCR CDR3 sequence is CASSTRQAGEETQYF. The epitope is MLNIPSINV. Result: 0 (the TCR does not bind to the epitope). (6) Result: 1 (the TCR binds to the epitope). The epitope is ARMILMTHF. The TCR CDR3 sequence is CAISESGQALITYEQYF.